This data is from Catalyst prediction with 721,799 reactions and 888 catalyst types from USPTO. The task is: Predict which catalyst facilitates the given reaction. (1) Reactant: I[C:2]1[N:7]=[C:6]([O:8][CH3:9])[C:5]([O:10][CH3:11])=[CH:4][CH:3]=1.C1([SH:18])C=CC=CC=1.CCN(C(C)C)C(C)C.C[C:29]1(C)C2C(=C(P(C3C=CC=CC=3)C3C=CC=CC=3)C=CC=2)O[C:31]2[C:32](P(C3C=CC=CC=3)C3C=CC=CC=3)=[CH:33][CH:34]=[CH:35][C:30]1=2. Product: [CH2:29]([S:18][C:2]1[N:7]=[C:6]([O:8][CH3:9])[C:5]([O:10][CH3:11])=[CH:4][CH:3]=1)[C:30]1[CH:35]=[CH:34][CH:33]=[CH:32][CH:31]=1. The catalyst class is: 101. (2) Reactant: [Cl:1][C:2]1[N:7]=[C:6]([C:8]2[CH:13]=[CH:12][CH:11]=[C:10]([O:14]C)[CH:9]=2)[N:5]=[C:4]([N:16]2[CH2:21][CH2:20][O:19][CH2:18][CH2:17]2)[CH:3]=1.[Al+3].[Cl-].[Cl-].[Cl-]. Product: [Cl:1][C:2]1[CH:3]=[C:4]([N:16]2[CH2:21][CH2:20][O:19][CH2:18][CH2:17]2)[N:5]=[C:6]([C:8]2[CH:9]=[C:10]([OH:14])[CH:11]=[CH:12][CH:13]=2)[N:7]=1. The catalyst class is: 2. (3) Reactant: [C:1]([NH:4][C@@H:5]([C:9]([OH:11])=O)[CH2:6][O:7][CH3:8])(=[O:3])[CH3:2].CN1CCOCC1.ClC(OCC(C)C)=O.[CH2:27]([NH2:34])[C:28]1[CH:33]=[CH:32][CH:31]=[CH:30][CH:29]=1. Product: [CH3:2][C:1]([NH:4][C@@H:5]([C:9]([NH:34][CH2:27][C:28]1[CH:29]=[CH:30][CH:31]=[CH:32][CH:33]=1)=[O:11])[CH2:6][O:7][CH3:8])=[O:3]. The catalyst class is: 13. (4) Reactant: [CH2:1]([O:3][C:4](=[O:26])[CH2:5][N:6]1[C:14]2[C:9](=[C:10]([CH2:15][C:16]([O:18]C(C)(C)C)=[O:17])[CH:11]=[CH:12][CH:13]=2)[C:8]([N+:23]([O-:25])=[O:24])=[CH:7]1)[CH3:2].C(O)(C(F)(F)F)=O. Product: [CH2:1]([O:3][C:4](=[O:26])[CH2:5][N:6]1[C:14]2[C:9](=[C:10]([CH2:15][C:16]([OH:18])=[O:17])[CH:11]=[CH:12][CH:13]=2)[C:8]([N+:23]([O-:25])=[O:24])=[CH:7]1)[CH3:2]. The catalyst class is: 2. (5) Reactant: [F:1][C:2]1[CH:22]=[CH:21][C:5]([CH2:6][C:7]2[N:11]([CH2:12][C:13]([OH:15])=O)[N:10]=[C:9]([C:16]3[N:17]=[CH:18][NH:19][CH:20]=3)[CH:8]=2)=[CH:4][CH:3]=1.[NH:23]1[CH2:28][CH2:27][CH2:26][C@@H:25]([OH:29])[CH2:24]1.CCN=C=NCCCN(C)C.C1C=CC2N(O)N=NC=2C=1.CN1CCOCC1. Product: [F:1][C:2]1[CH:3]=[CH:4][C:5]([CH2:6][C:7]2[N:11]([CH2:12][C:13]([N:23]3[CH2:28][CH2:27][CH2:26][C@@H:25]([OH:29])[CH2:24]3)=[O:15])[N:10]=[C:9]([C:16]3[N:17]=[CH:18][NH:19][CH:20]=3)[CH:8]=2)=[CH:21][CH:22]=1. The catalyst class is: 3. (6) Reactant: Cl[CH2:2][C:3]1[CH:4]=[C:5]([CH:14]=[CH:15][CH:16]=1)[O:6][C:7]1[C:12]([CH3:13])=[CH:11][CH:10]=[CH:9][N:8]=1.[CH2:17]([O:19][P:20]([O:24]CC)[O:21][CH2:22][CH3:23])[CH3:18].O. Product: [CH3:13][C:12]1[C:7]([O:6][C:5]2[CH:4]=[C:3]([CH:16]=[CH:15][CH:14]=2)[CH2:2][P:20](=[O:24])([O:21][CH2:22][CH3:23])[O:19][CH2:17][CH3:18])=[N:8][CH:9]=[CH:10][CH:11]=1. The catalyst class is: 13. (7) Reactant: [O:1]=[CH:2][C:3]1[CH:11]=[CH:10][C:8]([OH:9])=[C:5]([O:6][CH3:7])[CH:4]=1.Br[CH2:13][C:14]([O:16][CH2:17][CH3:18])=[O:15].C(=O)([O-])[O-].[K+].[K+]. Product: [CH2:17]([O:16][C:14](=[O:15])[CH2:13][O:9][C:8]1[CH:10]=[CH:11][C:3]([CH:2]=[O:1])=[CH:4][C:5]=1[O:6][CH3:7])[CH3:18]. The catalyst class is: 21.